Dataset: Forward reaction prediction with 1.9M reactions from USPTO patents (1976-2016). Task: Predict the product of the given reaction. (1) Given the reactants [CH2:1]([O:8][C:9]([NH:11][CH2:12][CH2:13][CH2:14][CH2:15][C@@H:16]([C:25]([OH:27])=[O:26])[NH:17][C:18]([O:20][C:21]([CH3:24])([CH3:23])[CH3:22])=[O:19])=[O:10])[C:2]1[CH:7]=[CH:6][CH:5]=[CH:4][CH:3]=1.[CH:28]1(O)[CH2:32][CH2:31][CH2:30][CH2:29]1.C(Cl)CCl, predict the reaction product. The product is: [CH2:1]([O:8][C:9]([NH:11][CH2:12][CH2:13][CH2:14][CH2:15][C@@H:16]([C:25]([O:27][CH:28]1[CH2:32][CH2:31][CH2:30][CH2:29]1)=[O:26])[NH:17][C:18]([O:20][C:21]([CH3:22])([CH3:23])[CH3:24])=[O:19])=[O:10])[C:2]1[CH:3]=[CH:4][CH:5]=[CH:6][CH:7]=1. (2) Given the reactants CN([CH2:4][CH:5]1[C:10](=[O:11])[CH:9]=[C:8]([C:12]2[CH:17]=[CH:16][N:15]=[CH:14][C:13]=2[N+:18]([O-:20])=[O:19])[CH2:7][CH:6]1[CH3:21])C.IC.C([O-])(O)=O.[Na+], predict the reaction product. The product is: [CH3:21][CH:6]1[C:5](=[CH2:4])[C:10](=[O:11])[CH:9]=[C:8]([C:12]2[CH:17]=[CH:16][N:15]=[CH:14][C:13]=2[N+:18]([O-:20])=[O:19])[CH2:7]1. (3) Given the reactants C([N:8]1[CH2:13][CH2:12][N:11]([C:14]2[CH:15]=[C:16]([O:25][CH3:26])[C:17]([CH3:24])=[C:18]3[C:23]=2[N:22]=[CH:21][CH:20]=[CH:19]3)[CH2:10][CH2:9]1)C1C=CC=CC=1.C([O-])=O.[NH4+], predict the reaction product. The product is: [CH3:26][O:25][C:16]1[C:17]([CH3:24])=[C:18]2[C:23](=[C:14]([N:11]3[CH2:10][CH2:9][NH:8][CH2:13][CH2:12]3)[CH:15]=1)[N:22]=[CH:21][CH:20]=[CH:19]2. (4) Given the reactants C(OC([N:8]1[CH2:13][CH2:12][N:11]([C:14]2[S:15][CH:16]=[CH:17][CH:18]=2)[CH2:10][CH2:9]1)=O)(C)(C)C.[ClH:19].C(OCC)(=O)C, predict the reaction product. The product is: [ClH:19].[S:15]1[CH:16]=[CH:17][CH:18]=[C:14]1[N:11]1[CH2:10][CH2:9][NH:8][CH2:13][CH2:12]1.